Dataset: Full USPTO retrosynthesis dataset with 1.9M reactions from patents (1976-2016). Task: Predict the reactants needed to synthesize the given product. (1) Given the product [C:1]([O:5][C:6](=[O:31])[NH:7][C@H:8]([CH2:27][CH:28]([CH3:30])[CH3:29])[C:9]([NH:11][C:12]1[CH:17]=[C:16]([O:18][CH3:19])[C:15]([CH:20]=[O:41])=[CH:14][C:13]=1[C:22]1[N:23]=[N:24][NH:25][N:26]=1)=[O:10])([CH3:4])([CH3:2])[CH3:3], predict the reactants needed to synthesize it. The reactants are: [C:1]([O:5][C:6](=[O:31])[NH:7][C@H:8]([CH2:27][CH:28]([CH3:30])[CH3:29])[C:9]([NH:11][C:12]1[CH:17]=[C:16]([O:18][CH3:19])[C:15]([CH:20]=C)=[CH:14][C:13]=1[C:22]1[N:23]=[N:24][NH:25][N:26]=1)=[O:10])([CH3:4])([CH3:3])[CH3:2].N1C(C)=CC=CC=1C.I([O-])(=O)(=O)=[O:41].[Na+]. (2) Given the product [C:1]12([NH:11][CH2:17][C:16]3[CH:19]=[CH:20][C:13]([OH:12])=[CH:14][CH:15]=3)[CH2:8][CH:7]3[CH2:6][CH:5]([CH2:4][CH:3]([CH2:9]3)[CH2:2]1)[CH2:10]2, predict the reactants needed to synthesize it. The reactants are: [C:1]12([NH2:11])[CH2:10][CH:5]3[CH2:6][CH:7]([CH2:9][CH:3]([CH2:4]3)[CH2:2]1)[CH2:8]2.[OH:12][C:13]1[CH:20]=[CH:19][C:16]([CH:17]=O)=[CH:15][CH:14]=1. (3) Given the product [CH2:8]([N:5]1[CH2:6][CH2:7][CH:2]([CH3:1])[CH:3]2[N:20]([C:21]3[C:22]4[CH:29]=[CH:28][NH:27][C:23]=4[N:24]=[CH:25][N:26]=3)[CH2:19][CH2:18][CH:4]12)[C:36]1[CH:41]=[CH:40][CH:39]=[CH:38][CH:37]=1, predict the reactants needed to synthesize it. The reactants are: [CH3:1][CH:2]1[CH2:7][CH2:6][N:5]([C:8](OCC2C=CC=CC=2)=O)[CH:4]2[CH2:18][CH2:19][N:20]([C:21]3[C:22]4[CH:29]=[CH:28][NH:27][C:23]=4[N:24]=[CH:25][N:26]=3)[CH:3]12.Br.C(O)(=O)C.C(Br)[C:36]1[CH:41]=[CH:40][CH:39]=[CH:38][CH:37]=1. (4) The reactants are: Cl[C:2]1[N:7]=[N:6][C:5]([C:8]([N:10]2[CH2:15][CH2:14][N:13]([C:16]3[C:21]([CH3:22])=[CH:20][C:19]([CH3:23])=[CH:18][N:17]=3)[CH2:12][CH2:11]2)=[O:9])=[CH:4][CH:3]=1.[NH:24]1[CH2:28][CH2:27][CH2:26][C:25]1=[O:29]. Given the product [CH3:22][C:21]1[C:16]([N:13]2[CH2:14][CH2:15][N:10]([C:8]([C:5]3[N:6]=[N:7][C:2]([N:24]4[CH2:28][CH2:27][CH2:26][C:25]4=[O:29])=[CH:3][CH:4]=3)=[O:9])[CH2:11][CH2:12]2)=[N:17][CH:18]=[C:19]([CH3:23])[CH:20]=1, predict the reactants needed to synthesize it. (5) Given the product [CH2:1]1[C:10]2[C:5](=[CH:6][CH:7]=[CH:8][CH:9]=2)[CH2:4][CH2:3][N:2]1[C:11](=[O:13])[CH3:12], predict the reactants needed to synthesize it. The reactants are: [CH2:1]1[C:10]2[C:5](=[CH:6][CH:7]=[CH:8][CH:9]=2)[CH2:4][CH2:3][NH:2]1.[C:11](OC(=O)C)(=[O:13])[CH3:12]. (6) Given the product [CH3:1][O:2][C:3](=[O:14])[CH2:4][O:5][C:6]1[CH:11]=[CH:10][C:9]([O:12][C:18]2[CH:19]=[C:20]([O:22][CH2:23][CH:24]([CH3:25])[CH3:26])[CH:21]=[C:16]([Br:15])[CH:17]=2)=[CH:8][C:7]=1[CH3:13], predict the reactants needed to synthesize it. The reactants are: [CH3:1][O:2][C:3](=[O:14])[CH2:4][O:5][C:6]1[CH:11]=[CH:10][C:9]([OH:12])=[CH:8][C:7]=1[CH3:13].[Br:15][C:16]1[CH:17]=[C:18](B(O)O)[CH:19]=[C:20]([O:22][CH2:23][CH:24]([CH3:26])[CH3:25])[CH:21]=1.C(N(CC)CC)C. (7) Given the product [O:44]=[C:25]([CH3:26])[CH2:24][C:2]1[CH:3]=[C:4]2[C:8](=[CH:9][CH:10]=1)[N:7]([C:11]([O:13][C:14]([CH3:17])([CH3:16])[CH3:15])=[O:12])[C:6]([C:18]([O:20][CH3:21])=[O:19])=[CH:5]2, predict the reactants needed to synthesize it. The reactants are: Br[C:2]1[CH:3]=[C:4]2[C:8](=[CH:9][CH:10]=1)[N:7]([C:11]([O:13][C:14]([CH3:17])([CH3:16])[CH3:15])=[O:12])[C:6]([C:18]([O:20][CH3:21])=[O:19])=[CH:5]2.C[O-].[CH2:24]([Sn+](CCCC)CCCC)[CH2:25][CH2:26]C.C(CC([O-])=[O:44])=CC(=C)C.C1(C)C=CC=CC=1P(C1C=CC=CC=1C)C1C=CC=CC=1C.